Predict the reaction yield, written as a fraction of the theoretical maximum amount of product (1.0 means a 100% yield; for example, 0.34 means a 34% yield). From a dataset of Reaction yield outcomes from USPTO patents with 853,638 reactions. The reactants are [C:1]([C:3]1[S:7][C:6]([C@:8]23[CH2:16][N:15]([C:17]4[N:22]=[CH:21][C:20]([F:23])=[CH:19][N:18]=4)[CH2:14][C@H:13]2[CH2:12][S:11][C:10]([NH:24]C(=O)C2C=CC=CC=2)=[N:9]3)=[CH:5][CH:4]=1)#[N:2].N1C=CC=CC=1.Cl.CON. The catalyst is C(O)C. The product is [NH2:24][C:10]1[S:11][CH2:12][C@@H:13]2[CH2:14][N:15]([C:17]3[N:22]=[CH:21][C:20]([F:23])=[CH:19][N:18]=3)[CH2:16][C@:8]2([C:6]2[S:7][C:3]([C:1]#[N:2])=[CH:4][CH:5]=2)[N:9]=1. The yield is 0.860.